Dataset: Experimentally validated miRNA-target interactions with 360,000+ pairs, plus equal number of negative samples. Task: Binary Classification. Given a miRNA mature sequence and a target amino acid sequence, predict their likelihood of interaction. (1) The miRNA is mmu-miR-1193-5p with sequence UGGUAGACCGGUGACGUACA. The protein sequence of the target gene is MARAVGPERRLLAVYTGGTIGMRSELGVLVPGTGLAAILRTLPMFHDEEHARARGLSEDTLVLPPASRNQRILYTVLECQPLFDSSDMTIAEWVCLAQTIKRHYEQYHGFVVIHGTDTMAFAASMLSFMLENLQKTVILTGAQVPIHALWSDGRENLLGALLMAGQYVIPEVCLFFQNQLFRGNRATKVDARRFAAFCSPNLLPLATVGADITINRELVRKVDGKAGLVVHSSMEQDVGLLRLYPGIPAALVRAFLQPPLKGVVMETFGSGNGPTKPDLLQELRVATERGLVIVNCTHCL.... Result: 0 (no interaction). (2) The miRNA is mmu-miR-148a-3p with sequence UCAGUGCACUACAGAACUUUGU. The protein sequence of the target gene is MSQVTFSDVAIDFSHEEWACLDSAQRDLYKDVMVQNYENLVSVGLSVTKPYVIMLLEDGKEPWMMEKKLSKAYPFPLSHSVPASVNFGFSALFEHCSEVTEIFELSELCVFWVLHFLSNSPNSTVEAFSRSKKKKKKKKKRQCFAFLIYFRLGIKMGKQGIINKEGYLYEDSPQPVTMEKVVKQSYEFSNSNKNLEYTECDTFRSTFHSKSTLSEPQNNSAEGNSHKYDILKKNLSKKSVIKSERINGGKKLLNSNKSGAAFNQSKSLTLPQTCNREKIYTCSECGKAFGKQSILSRHWR.... Result: 0 (no interaction).